Dataset: CYP2D6 inhibition data for predicting drug metabolism from PubChem BioAssay. Task: Regression/Classification. Given a drug SMILES string, predict its absorption, distribution, metabolism, or excretion properties. Task type varies by dataset: regression for continuous measurements (e.g., permeability, clearance, half-life) or binary classification for categorical outcomes (e.g., BBB penetration, CYP inhibition). Dataset: cyp2d6_veith. (1) The molecule is CNc1ncncc1-c1ccccc1OC. The result is 0 (non-inhibitor). (2) The compound is Cn1c(=O)c2c(ncn2CN2CCN(Cn3cnc4c3c(=O)n(C)c(=O)n4C)CC2)n(C)c1=O. The result is 0 (non-inhibitor). (3) The drug is CNC(=O)/C(C#N)=c1\s/c(=C/C(=O)OC)c(=O)n1-c1ccccc1. The result is 0 (non-inhibitor). (4) The molecule is COc1ccc(NC(=O)NCCCN2CCCCC2C)cc1. The result is 1 (inhibitor). (5) The compound is CCCCn1c(SC(C)C(N)=O)nc2cc(C(=O)OC)ccc2c1=O. The result is 0 (non-inhibitor). (6) The result is 1 (inhibitor). The drug is COc1ccccc1CN1CC[C@@]2(CCCN(C(=O)c3ccco3)C2)C1. (7) The drug is O=C(/C=C/c1ccc(F)cc1)NCCC1=CCCCC1. The result is 0 (non-inhibitor). (8) The molecule is CCOC(=O)N1CCN(C(=O)CNCc2cccs2)CC1.O=C(O)C(=O)O. The result is 1 (inhibitor). (9) The molecule is CC(C)CN1CCC2(CC1)CCN(C(=O)c1cnccn1)CC2. The result is 1 (inhibitor).